From a dataset of Forward reaction prediction with 1.9M reactions from USPTO patents (1976-2016). Predict the product of the given reaction. Given the reactants [OH:1][CH2:2][CH:3]1[CH2:8][CH2:7][N:6]([C:9]([O:11][C:12]([CH3:15])([CH3:14])[CH3:13])=[O:10])[CH2:5][CH2:4]1.[Br:16][C:17]1[CH:22]=[CH:21][C:20](F)=[CH:19][CH:18]=1, predict the reaction product. The product is: [Br:16][C:17]1[CH:22]=[CH:21][C:20]([O:1][CH2:2][CH:3]2[CH2:8][CH2:7][N:6]([C:9]([O:11][C:12]([CH3:15])([CH3:14])[CH3:13])=[O:10])[CH2:5][CH2:4]2)=[CH:19][CH:18]=1.